This data is from Forward reaction prediction with 1.9M reactions from USPTO patents (1976-2016). The task is: Predict the product of the given reaction. (1) Given the reactants [CH2:1]([NH2:4])[C:2]#[CH:3].C(N(CC)C(C)C)(C)C.[N+:14]([C:17]1[CH:22]=[CH:21][CH:20]=[CH:19][C:18]=1[S:23](Cl)(=[O:25])=[O:24])([O-:16])=[O:15], predict the reaction product. The product is: [N+:14]([C:17]1[CH:22]=[CH:21][CH:20]=[CH:19][C:18]=1[S:23]([NH:4][CH2:1][C:2]#[CH:3])(=[O:25])=[O:24])([O-:16])=[O:15]. (2) Given the reactants Cl.Cl.[CH2:3]([O:5][C:6](=[O:28])[CH2:7][C:8]1[CH:9]=[N:10][CH:11]=[C:12]([C:14]2[CH:19]=[CH:18][C:17]([C:20]([F:23])([F:22])[F:21])=[CH:16][C:15]=2[CH2:24][NH:25][CH2:26][CH3:27])[CH:13]=1)[CH3:4].[CH3:29][O:30][C:31]1[N:36]=[C:35]([O:37][CH3:38])[CH:34]=[C:33]([C:39](O)=[O:40])[N:32]=1, predict the reaction product. The product is: [CH2:3]([O:5][C:6](=[O:28])[CH2:7][C:8]1[CH:9]=[N:10][CH:11]=[C:12]([C:14]2[CH:19]=[CH:18][C:17]([C:20]([F:21])([F:23])[F:22])=[CH:16][C:15]=2[CH2:24][N:25]([C:39]([C:33]2[CH:34]=[C:35]([O:37][CH3:38])[N:36]=[C:31]([O:30][CH3:29])[N:32]=2)=[O:40])[CH2:26][CH3:27])[CH:13]=1)[CH3:4].